This data is from Peptide-MHC class II binding affinity with 134,281 pairs from IEDB. The task is: Regression. Given a peptide amino acid sequence and an MHC pseudo amino acid sequence, predict their binding affinity value. This is MHC class II binding data. (1) The MHC is DRB1_1001 with pseudo-sequence DRB1_1001. The peptide sequence is AFKVAASAANAAPAN. The binding affinity (normalized) is 0.836. (2) The peptide sequence is KPAAAATATATSAVG. The MHC is DRB1_1501 with pseudo-sequence DRB1_1501. The binding affinity (normalized) is 0. (3) The peptide sequence is DEYVEQVAQYKALPV. The MHC is HLA-DPA10103-DPB10401 with pseudo-sequence HLA-DPA10103-DPB10401. The binding affinity (normalized) is 0.420. (4) The peptide sequence is EAVSLLCSDKQPCNG. The MHC is HLA-DQA10201-DQB10202 with pseudo-sequence HLA-DQA10201-DQB10202. The binding affinity (normalized) is 0.0537. (5) The peptide sequence is ELGEWVFSAIKSPQA. The MHC is DRB1_0405 with pseudo-sequence DRB1_0405. The binding affinity (normalized) is 0.923. (6) The MHC is DRB1_0301 with pseudo-sequence DRB1_0301. The peptide sequence is SRKRRSHDVLTVQFL. The binding affinity (normalized) is 0.472. (7) The peptide sequence is SDVLEMYKAIGGKIYIVDGD. The MHC is DRB1_0701 with pseudo-sequence DRB1_0701. The binding affinity (normalized) is 1.00.